From a dataset of Catalyst prediction with 721,799 reactions and 888 catalyst types from USPTO. Predict which catalyst facilitates the given reaction. (1) The catalyst class is: 8. Product: [NH2:18][C:14]1[N:13]2[C:3]([C:4]([O:6][CH2:7][CH3:8])=[O:5])=[CH:9][N:11]=[C:12]2[CH:17]=[CH:16][CH:15]=1. Reactant: [K].Cl[CH:3]([CH:9]=O)[C:4]([O:6][CH2:7][CH3:8])=[O:5].[NH2:11][C:12]1[CH:17]=[CH:16][CH:15]=[C:14]([NH2:18])[N:13]=1.C(O)(=O)C. (2) Reactant: [CH2:1]([O:8][C:9]1[CH:17]=[CH:16][C:15]2[N:14]3[CH2:18][CH2:19][C:20](=O)[C:13]3=[CH:12][C:11]=2[CH:10]=1)[C:2]1[CH:7]=[CH:6][CH:5]=[CH:4][CH:3]=1.[C:22]([O:26][C:27](=[O:48])[CH:28]=P(C1C=CC=CC=1)(C1C=CC=CC=1)C1C=CC=CC=1)([CH3:25])([CH3:24])[CH3:23]. Product: [CH2:1]([O:8][C:9]1[CH:17]=[CH:16][C:15]2[N:14]3[CH2:18][CH2:19]/[C:20](=[CH:28]\[C:27]([O:26][C:22]([CH3:25])([CH3:24])[CH3:23])=[O:48])/[C:13]3=[CH:12][C:11]=2[CH:10]=1)[C:2]1[CH:3]=[CH:4][CH:5]=[CH:6][CH:7]=1. The catalyst class is: 1. (3) Reactant: [CH3:1][C:2]1[C:6]2[C:7]3[CH:24]=[CH:23][C:22]([C:25]4[O:29][N:28]=[C:27]([CH3:30])[N:26]=4)=[CH:21][C:8]=3[C:9](=O)[NH:10][C@@H:11]([CH2:12][C:13]([O:15][C:16]([CH3:19])([CH3:18])[CH3:17])=[O:14])[C:5]=2[O:4][N:3]=1.P(Cl)(Cl)(Cl)(Cl)[Cl:32].C([O-])([O-])=O.[Na+].[Na+]. Product: [Cl:32][C:9]1[C:8]2[CH:21]=[C:22]([C:25]3[O:29][N:28]=[C:27]([CH3:30])[N:26]=3)[CH:23]=[CH:24][C:7]=2[C:6]2[C:2]([CH3:1])=[N:3][O:4][C:5]=2[C@H:11]([CH2:12][C:13]([O:15][C:16]([CH3:19])([CH3:18])[CH3:17])=[O:14])[N:10]=1. The catalyst class is: 2. (4) Reactant: [Na].CCO.[C:5]([NH:8][CH:9]([C:15]([O:17][CH2:18][CH3:19])=[O:16])[C:10]([O:12][CH2:13][CH3:14])=[O:11])(=[O:7])[CH3:6].Br[CH2:21][C:22]([C:24]1[CH:29]=[CH:28][C:27]([O:30][C:31]2[CH:36]=[CH:35][C:34]([C:37]3[S:38][C:39]([CH3:42])=[CH:40][N:41]=3)=[CH:33][CH:32]=2)=[CH:26][CH:25]=1)=[O:23]. Product: [C:5]([NH:8][C:9]([CH2:21][C:22]([C:24]1[CH:29]=[CH:28][C:27]([O:30][C:31]2[CH:36]=[CH:35][C:34]([C:37]3[S:38][C:39]([CH3:42])=[CH:40][N:41]=3)=[CH:33][CH:32]=2)=[CH:26][CH:25]=1)=[O:23])([C:15]([O:17][CH2:18][CH3:19])=[O:16])[C:10]([O:12][CH2:13][CH3:14])=[O:11])(=[O:7])[CH3:6]. The catalyst class is: 1. (5) Reactant: [NH2:1][CH2:2][CH2:3][CH2:4][C:5]([OH:7])=[O:6].[CH2:8]=O.CO[C:12](=[O:30])[C:13]([OH:29])=[CH:14][C:15](=[O:28])[N:16]([CH2:19][C:20]1[CH:25]=[CH:24][C:23]([Cl:26])=[C:22]([Cl:27])[CH:21]=1)[O:17][CH3:18]. Product: [Cl:27][C:22]1[CH:21]=[C:20]([CH:25]=[CH:24][C:23]=1[Cl:26])[CH2:19][N:16]([O:17][CH3:18])[C:15]([C:14]1[CH2:8][N:1]([CH2:2][CH2:3][CH2:4][C:5]([OH:7])=[O:6])[C:12](=[O:30])[C:13]=1[OH:29])=[O:28]. The catalyst class is: 15.